From a dataset of Forward reaction prediction with 1.9M reactions from USPTO patents (1976-2016). Predict the product of the given reaction. (1) Given the reactants [Cl:1][C:2]1[CH:3]=[C:4]([CH:35]=[CH:36][CH:37]=1)[C:5]([C:7]1[CH:34]=[CH:33][C:10]2[N:11]([CH2:15][CH2:16][O:17][C:18]3[CH:23]=[CH:22][C:21]([CH2:24][CH:25]([O:30][CH2:31][CH3:32])[C:26]([O:28][CH3:29])=[O:27])=[CH:20][CH:19]=3)[C:12](=[O:14])[S:13][C:9]=2[CH:8]=1)=O.[CH3:38][O:39][NH2:40], predict the reaction product. The product is: [Cl:1][C:2]1[CH:3]=[C:4]([C:5](=[N:40][O:39][CH3:38])[C:7]2[CH:34]=[CH:33][C:10]3[N:11]([CH2:15][CH2:16][O:17][C:18]4[CH:23]=[CH:22][C:21]([CH2:24][CH:25]([O:30][CH2:31][CH3:32])[C:26]([O:28][CH3:29])=[O:27])=[CH:20][CH:19]=4)[C:12](=[O:14])[S:13][C:9]=3[CH:8]=2)[CH:35]=[CH:36][CH:37]=1. (2) Given the reactants [Cl:1][C:2]1[C:9]([CH3:10])=[C:8]([N:11]2[CH:15]([CH3:16])[C:14](=[O:17])[C:13]([CH3:19])([CH3:18])[C:12]2=[O:20])[CH:7]=[CH:6][C:3]=1[C:4]#[N:5].C([BH-](C(CC)C)C(CC)C)(CC)C.[Li+].C1COCC1, predict the reaction product. The product is: [Cl:1][C:2]1[C:9]([CH3:10])=[C:8]([N:11]2[C@H:15]([CH3:16])[C@H:14]([OH:17])[C:13]([CH3:19])([CH3:18])[C:12]2=[O:20])[CH:7]=[CH:6][C:3]=1[C:4]#[N:5]. (3) Given the reactants C([N:4]1[C:12]2[C:7](=[CH:8][CH:9]=[CH:10][CH:11]=2)[C:6](=[C:13](OCC)[C:14]2[CH:19]=[CH:18][CH:17]=[CH:16][CH:15]=2)[C:5]1=[O:23])(=O)C.[NH2:24][C:25]1[CH:30]=[CH:29][C:28]([CH2:31][C:32]([O:34][CH2:35][CH3:36])=[O:33])=[CH:27][CH:26]=1.N1CCCCC1, predict the reaction product. The product is: [CH2:35]([O:34][C:32]([CH2:31][C:28]1[CH:27]=[CH:26][C:25]([NH:24]/[C:13](=[C:6]2\[C:5](=[O:23])[NH:4][C:12]3[C:7]\2=[CH:8][CH:9]=[CH:10][CH:11]=3)/[C:14]2[CH:15]=[CH:16][CH:17]=[CH:18][CH:19]=2)=[CH:30][CH:29]=1)=[O:33])[CH3:36]. (4) Given the reactants C([NH:5][C:6]([C:8]1[N:9]=[C:10]([N:18]2[CH2:23][CH2:22][CH:21]([NH:24][C:25]([C:27]3[NH:28][C:29]([CH3:34])=[C:30]([Cl:33])[C:31]=3[Cl:32])=[O:26])[CH2:20][CH2:19]2)[S:11][C:12]=1[C:13]([O:15]CC)=[O:14])=O)(C)(C)C.[Li+].[OH-].C1COCC1.Cl, predict the reaction product. The product is: [C:6]([C:8]1[N:9]=[C:10]([N:18]2[CH2:23][CH2:22][CH:21]([NH:24][C:25]([C:27]3[NH:28][C:29]([CH3:34])=[C:30]([Cl:33])[C:31]=3[Cl:32])=[O:26])[CH2:20][CH2:19]2)[S:11][C:12]=1[C:13]([OH:15])=[O:14])#[N:5]. (5) Given the reactants [N+:1]([C:4]1[CH:13]=[CH:12][C:7]2[NH:8][C:9](=O)[NH:10][C:6]=2[CH:5]=1)([O-:3])=[O:2].[C:14]([O-:17])([O-])=O.[K+].[K+].I[CH3:21].O, predict the reaction product. The product is: [CH3:21][N:8]1[C:7]2[CH:12]=[CH:13][C:4]([N+:1]([O-:3])=[O:2])=[CH:5][C:6]=2[N:10]([CH3:9])[C:14]1=[O:17]. (6) Given the reactants [N:1]1[CH:6]=[CH:5][CH:4]=[CH:3][C:2]=1[CH2:7][O:8][C:9]1[CH:14]=[CH:13][N+:12]([O-])=[CH:11][CH:10]=1.C(OC(=O)C)(=[O:18])C, predict the reaction product. The product is: [N:1]1[CH:6]=[CH:5][CH:4]=[CH:3][C:2]=1[CH2:7][O:8][C:9]1[CH:14]=[CH:13][NH:12][C:11](=[O:18])[CH:10]=1.